From a dataset of Full USPTO retrosynthesis dataset with 1.9M reactions from patents (1976-2016). Predict the reactants needed to synthesize the given product. (1) Given the product [CH3:18][N:14]([C:5]1[CH:6]=[CH:7][CH:8]=[C:9]([C:10]([F:11])([F:12])[F:13])[C:4]=1[N+:1]([O-:3])=[O:2])[C:15](=[O:17])[CH3:16], predict the reactants needed to synthesize it. The reactants are: [N+:1]([C:4]1[C:9]([C:10]([F:13])([F:12])[F:11])=[CH:8][CH:7]=[CH:6][C:5]=1[NH:14][C:15](=[O:17])[CH3:16])([O-:3])=[O:2].[C:18]([O-])([O-])=O.[K+].[K+].CI. (2) Given the product [NH:12]1[C:13]2[C:18](=[CH:17][CH:16]=[CH:15][CH:14]=2)[C:10]([C:8](=[O:9])[CH:35]([NH:34][C:30]2[CH:31]=[CH:32][CH:33]=[C:28]([O:27][CH3:26])[CH:29]=2)[C:36]2[CH:41]=[N:40][C:39]([NH:42][CH3:43])=[CH:38][CH:37]=2)=[CH:11]1, predict the reactants needed to synthesize it. The reactants are: C(N(CC)CC)C.[CH:8]([C:10]1[C:18]2[C:13](=[CH:14][CH:15]=[CH:16][CH:17]=2)[N:12](C(OC(C)(C)C)=O)[CH:11]=1)=[O:9].[CH3:26][O:27][C:28]1[CH:29]=[C:30]([N:34]=[CH:35][C:36]2[CH:37]=[CH:38][C:39]([NH:42][CH3:43])=[N:40][CH:41]=2)[CH:31]=[CH:32][CH:33]=1. (3) Given the product [CH2:1]([N:5]([CH2:18][CH2:19][C:20]#[CH:21])[C:28](=[O:29])[O:30][C:31]([CH3:34])([CH3:33])[CH3:32])[CH2:2][CH:3]=[CH2:4], predict the reactants needed to synthesize it. The reactants are: [CH2:1]([NH2:5])[CH2:2][CH:3]=[CH2:4].Cl.CC1C=CC(S(O[CH2:18][CH2:19][C:20]#[CH:21])(=O)=O)=CC=1.C(=O)([O-])[O-].[K+].[K+].[C:28](O[C:28]([O:30][C:31]([CH3:34])([CH3:33])[CH3:32])=[O:29])([O:30][C:31]([CH3:34])([CH3:33])[CH3:32])=[O:29]. (4) Given the product [Br:1][C:2]1[CH:7]=[CH:6][C:5]([CH2:8][C:9]([NH:17][C:18]2[O:22][N:21]=[C:20]([C:23]([CH3:27])([CH3:26])[CH2:24][OH:25])[CH:19]=2)=[O:10])=[CH:4][CH:3]=1, predict the reactants needed to synthesize it. The reactants are: [Br:1][C:2]1[CH:7]=[CH:6][C:5]([CH2:8][C:9](Cl)=[O:10])=[CH:4][CH:3]=1.C([O-])(O)=O.[Na+].[NH2:17][C:18]1[O:22][N:21]=[C:20]([C:23]([CH3:27])([CH3:26])[CH2:24][OH:25])[CH:19]=1. (5) Given the product [CH3:30][N:29]([CH3:31])[CH2:28][CH2:27][O:21][C:18]1[CH:17]=[CH:16][C:15]([C:4]2[CH2:3][C:2]([CH2:22][OH:23])([CH3:1])[CH2:7][CH2:6][C:5]=2[C:8]2[CH:13]=[CH:12][C:11]([OH:14])=[CH:10][CH:9]=2)=[CH:20][CH:19]=1, predict the reactants needed to synthesize it. The reactants are: [CH3:1][C:2]1([CH2:22][OH:23])[CH2:7][CH2:6][C:5]([C:8]2[CH:13]=[CH:12][C:11]([OH:14])=[CH:10][CH:9]=2)=[C:4]([C:15]2[CH:20]=[CH:19][C:18]([OH:21])=[CH:17][CH:16]=2)[CH2:3]1.[H-].[Na+].Cl[CH2:27][CH2:28][N:29]([CH3:31])[CH3:30]. (6) Given the product [CH2:12]([CH:22]([CH2:26][CH2:27][CH2:28][CH2:29][CH2:30][CH2:31][CH2:32][CH2:33][CH2:34][CH2:35][CH2:36][CH3:37])[C:23]([O:11][CH2:1][CH2:2][CH2:3][CH2:4][CH2:5][CH2:6][CH2:7][CH2:8][CH2:9][OH:10])=[O:24])[CH2:13][CH2:14][CH2:15][CH2:16][CH2:17][CH2:18][CH2:19][CH2:20][CH3:21], predict the reactants needed to synthesize it. The reactants are: [CH2:1]([OH:11])[CH2:2][CH2:3][CH2:4][CH2:5][CH2:6][CH2:7][CH2:8][CH2:9][OH:10].[CH2:12]([CH:22]([CH2:26][CH2:27][CH2:28][CH2:29][CH2:30][CH2:31][CH2:32][CH2:33][CH2:34][CH2:35][CH2:36][CH3:37])[C:23](O)=[O:24])[CH2:13][CH2:14][CH2:15][CH2:16][CH2:17][CH2:18][CH2:19][CH2:20][CH3:21].C1CCC(N=C=NC2CCCCC2)CC1. (7) Given the product [CH:1]1([C:7]2[CH:8]=[CH:9][C:10]([NH:13][C:27](=[O:28])[C@@H:26]([NH:30][C:49]([NH:48][C:51]3[CH:63]=[CH:62][C:61]4[C:60]5[C:55](=[CH:56][CH:57]=[CH:58][CH:59]=5)[CH2:54][C:53]=4[CH:52]=3)=[O:50])[CH2:25][CH2:24][CH2:23][CH2:22][NH2:21])=[CH:11][CH:12]=2)[CH2:2][CH2:3][CH2:4][CH2:5][CH2:6]1, predict the reactants needed to synthesize it. The reactants are: [CH:1]1([C:7]2[CH:12]=[CH:11][C:10]([NH2:13])=[CH:9][CH:8]=2)[CH2:6][CH2:5][CH2:4][CH2:3][CH2:2]1.C(OC([NH:21][CH2:22][CH2:23][CH2:24][CH2:25][C@H:26]([NH:30]C(OCC1C2C=CC=CC=2C2C1=CC=CC=2)=O)[C:27](O)=[O:28])=O)(C)(C)C.[N:48]([C:51]1[CH:63]=[CH:62][C:61]2[C:60]3[C:55](=[CH:56][CH:57]=[CH:58][CH:59]=3)[CH2:54][C:53]=2[CH:52]=1)=[C:49]=[O:50]. (8) Given the product [NH2:35][CH2:36][CH2:37][CH2:38][NH:39][C:6](=[O:8])[C:5]1[CH:4]=[CH:3][C:2]([O:1][CH2:13][CH:14]([CH3:16])[CH3:15])=[CH:11][CH:10]=1, predict the reactants needed to synthesize it. The reactants are: [OH:1][C:2]1[CH:11]=[CH:10][C:5]([C:6]([O:8]C)=O)=[CH:4][CH:3]=1.I[CH2:13][CH:14]([CH3:16])[CH3:15].C([O-])([O-])=O.[K+].[K+].Cl.Cl.C([NH:35][CH2:36][CH2:37][CH2:38][NH2:39])(OCC1C=CC=CC=1)=O.C1CCC(N=C=NC2CCCCC2)CC1.C1C=CC2N(O)N=NC=2C=1. (9) Given the product [C:35]([C:34]1[CH:37]=[C:30]([C:28]2[O:27][N:26]=[C:25]([C:20]3[CH:19]=[CH:18][CH:17]=[C:16]4[C:21]=3[CH2:22][CH2:23][CH2:24][C@H:15]4[NH:14][C:6]([N:53]3[CH2:54][CH2:55][C@@H:51]([N:50]([CH3:56])[CH3:49])[CH2:52]3)=[O:7])[N:29]=2)[CH:31]=[CH:32][C:33]=1[O:38][CH:39]([CH3:41])[CH3:40])#[N:36], predict the reactants needed to synthesize it. The reactants are: C1N=CN([C:6](N2C=NC=C2)=[O:7])C=1.Cl.[NH2:14][C@@H:15]1[CH2:24][CH2:23][CH2:22][C:21]2[C:20]([C:25]3[N:29]=[C:28]([C:30]4[CH:31]=[CH:32][C:33]([O:38][CH:39]([CH3:41])[CH3:40])=[C:34]([CH:37]=4)[C:35]#[N:36])[O:27][N:26]=3)=[CH:19][CH:18]=[CH:17][C:16]1=2.CCN(CC)CC.[CH3:49][N:50]([CH3:56])[C@@H:51]1[CH2:55][CH2:54][NH:53][CH2:52]1.